From a dataset of Reaction yield outcomes from USPTO patents with 853,638 reactions. Predict the reaction yield, written as a fraction of the theoretical maximum amount of product (1.0 means a 100% yield; for example, 0.34 means a 34% yield). (1) The reactants are C(N(CC)CC)C.[CH3:8][S:9](Cl)(=[O:11])=[O:10].[S:13]1[CH:17]=[CH:16][CH:15]=[C:14]1[CH2:18][CH:19]([OH:22])[CH2:20][CH3:21]. The catalyst is ClCCl. The product is [CH3:8][S:9]([O:22][CH:19]([CH2:20][CH3:21])[CH2:18][C:14]1[S:13][CH:17]=[CH:16][CH:15]=1)(=[O:11])=[O:10]. The yield is 0.880. (2) The reactants are [N:1]1([C:6]2[C:10]3[CH2:11][N:12](C(OC(C)(C)C)=O)[CH2:13][CH2:14][C:9]=3[N:8](COCC[Si](C)(C)C)[N:7]=2)[CH:5]=[CH:4][CH:3]=[N:2]1.Cl.O1CCOCC1.C(OCC)(=O)C. The catalyst is O1CCOCC1. The product is [N:1]1([C:6]2[C:10]3[CH2:11][NH:12][CH2:13][CH2:14][C:9]=3[NH:8][N:7]=2)[CH:5]=[CH:4][CH:3]=[N:2]1. The yield is 1.00. (3) The reactants are [CH3:1][O:2][C:3](=[O:22])[C:4]1[CH:9]=[C:8]([CH:10]([OH:13])[CH2:11][CH3:12])[C:7]([C:14]([F:17])([F:16])[F:15])=[CH:6][C:5]=1[NH:18]C(=O)C.O.[C:24]1(C)C=CC(S(O)(=O)=O)=CC=1. The catalyst is CO.C(OCC)(=O)C.C([O-])(O)=O.[Na+]. The product is [CH3:1][O:2][C:3](=[O:22])[C:4]1[CH:9]=[C:8]([CH:10]([O:13][CH3:24])[CH2:11][CH3:12])[C:7]([C:14]([F:17])([F:16])[F:15])=[CH:6][C:5]=1[NH2:18]. The yield is 0.517. (4) The reactants are [F:1][C:2]1[CH:7]=[CH:6][C:5]([CH2:8][C:9]2[CH:18]=[C:17]3[C:12]([C:13]([OH:33])=[C:14]([C:27]([NH:29][CH2:30][CH2:31][OH:32])=[O:28])[C:15](=[O:26])[N:16]3[CH2:19][C:20]3[N:21]([CH3:25])[CH:22]=[CH:23][N:24]=3)=[N:11][CH:10]=2)=[CH:4][CH:3]=1.[OH-].[Na+:35]. No catalyst specified. The product is [F:1][C:2]1[CH:7]=[CH:6][C:5]([CH2:8][C:9]2[CH:18]=[C:17]3[C:12]([C:13]([O-:33])=[C:14]([C:27]([NH:29][CH2:30][CH2:31][OH:32])=[O:28])[C:15](=[O:26])[N:16]3[CH2:19][C:20]3[N:21]([CH3:25])[CH:22]=[CH:23][N:24]=3)=[N:11][CH:10]=2)=[CH:4][CH:3]=1.[Na+:35]. The yield is 0.920.